The task is: Predict which catalyst facilitates the given reaction.. This data is from Catalyst prediction with 721,799 reactions and 888 catalyst types from USPTO. (1) Reactant: [C:1]([O:5][C:6](=[O:34])[NH:7][CH:8]([C:10]1[CH:11]=[N:12][C:13]([F:33])=[CH:14][C:15]=1[C:16]1[C:21]2[S:22][C:23]([C:25]3[C:30]([F:31])=[CH:29][N:28]=[C:27](Cl)[N:26]=3)=[CH:24][C:20]=2[CH:19]=[CH:18][CH:17]=1)[CH3:9])([CH3:4])([CH3:3])[CH3:2].[NH2:35][CH2:36][CH2:37][N:38]1[CH:42]=[CH:41][NH:40][C:39]1=[O:43].C(N(CC)CC)C. Product: [C:1]([O:5][C:6](=[O:34])[NH:7][CH:8]([C:10]1[CH:11]=[N:12][C:13]([F:33])=[CH:14][C:15]=1[C:16]1[C:21]2[S:22][C:23]([C:25]3[C:30]([F:31])=[CH:29][N:28]=[C:27]([NH:35][CH2:36][CH2:37][N:38]4[CH:42]=[CH:41][NH:40][C:39]4=[O:43])[N:26]=3)=[CH:24][C:20]=2[CH:19]=[CH:18][CH:17]=1)[CH3:9])([CH3:4])([CH3:3])[CH3:2]. The catalyst class is: 435. (2) Reactant: C([O:5][C:6](=[O:19])[C:7]([S:10][C:11]1[S:12][CH:13]=[C:14]([CH2:16][CH2:17][NH2:18])[N:15]=1)([CH3:9])[CH3:8])(C)(C)C.[Cl:20][C:21]1[CH:26]=[CH:25][C:24]([C:27]#[N:28])=[CH:23][N:22]=1.[Br:29][C:30]1[CH:37]=[CH:36][C:33]([CH2:34]Br)=[CH:32][CH:31]=1.FC(F)(F)C(O)=O. Product: [ClH:20].[Br:29][C:30]1[CH:37]=[CH:36][C:33]([CH2:34][N:18]([C:21]2[CH:26]=[CH:25][C:24]([C:27]#[N:28])=[CH:23][N:22]=2)[CH2:17][CH2:16][C:14]2[N:15]=[C:11]([S:10][C:7]([CH3:8])([CH3:9])[C:6]([OH:5])=[O:19])[S:12][CH:13]=2)=[CH:32][CH:31]=1. The catalyst class is: 4.